Dataset: Catalyst prediction with 721,799 reactions and 888 catalyst types from USPTO. Task: Predict which catalyst facilitates the given reaction. (1) Reactant: [CH3:1][C@@H:2]1[NH:7][CH2:6][CH2:5][N:4](C(OC(C)(C)C)=O)[CH2:3]1.[CH3:15][C:16]1[CH:21]=[C:20]([C:22]([OH:24])=O)[CH:19]=[CH:18][N:17]=1.CN(C(ON1N=NC2C=CC=CC1=2)=[N+](C)C)C.F[P-](F)(F)(F)(F)F.CCN(C(C)C)C(C)C. Product: [CH3:1][C@H:2]1[CH2:3][NH:4][CH2:5][CH2:6][N:7]1[C:22]([C:20]1[CH:19]=[CH:18][N:17]=[C:16]([CH3:15])[CH:21]=1)=[O:24]. The catalyst class is: 85. (2) Reactant: Br[C:2]1[CH:3]=[C:4]([N:8]([CH3:13])[S:9]([CH3:12])(=[O:11])=[O:10])[CH:5]=[CH:6][CH:7]=1.[Cu](C#N)[C:15]#[N:16].[C-]#N.[K+].O. Product: [C:15]([C:2]1[CH:3]=[C:4]([N:8]([CH3:13])[S:9]([CH3:12])(=[O:11])=[O:10])[CH:5]=[CH:6][CH:7]=1)#[N:16]. The catalyst class is: 9. (3) Reactant: [CH3:1][N:2]([C@@H:10]([CH3:34])[C:11]([NH:13][C@H:14]1[C@H:20]([CH3:21])[N:19]([C:22](=[O:28])[CH2:23][S:24]([CH3:27])(=[O:26])=[O:25])[C:18]2[CH:29]=[CH:30][CH:31]=[CH:32][C:17]=2[NH:16][C:15]1=[O:33])=[O:12])[C:3](=[O:9])[O:4][C:5]([CH3:8])([CH3:7])[CH3:6].Br[CH2:36][C:37]1[C:46]2[C:41](=[CH:42][C:43]([O:47][CH3:48])=[CH:44][CH:45]=2)[O:40][C:39](=[O:49])[CH:38]=1.C(=O)([O-])[O-].[Cs+].[Cs+].[I-].[Na+]. Product: [CH3:48][O:47][C:43]1[CH:42]=[C:41]2[C:46]([C:37]([CH2:36][N:16]3[C:15](=[O:33])[C@@H:14]([NH:13][C:11](=[O:12])[C@@H:10]([N:2]([CH3:1])[C:3](=[O:9])[O:4][C:5]([CH3:6])([CH3:7])[CH3:8])[CH3:34])[C@H:20]([CH3:21])[N:19]([C:22](=[O:28])[CH2:23][S:24]([CH3:27])(=[O:25])=[O:26])[C:18]4[CH:29]=[CH:30][CH:31]=[CH:32][C:17]3=4)=[CH:38][C:39](=[O:49])[O:40]2)=[CH:45][CH:44]=1. The catalyst class is: 31. (4) Reactant: [Br:1][C:2]1[C:3](=[O:9])[NH:4][CH:5]=[C:6]([F:8])[CH:7]=1.I[CH3:11]. Product: [Br:1][C:2]1[C:3]([O:9][CH3:11])=[N:4][CH:5]=[C:6]([F:8])[CH:7]=1. The catalyst class is: 11. (5) Reactant: [F:1][C:2]1[CH:3]=[C:4]([CH2:9][C:10]([OH:12])=[O:11])[CH:5]=[CH:6][C:7]=1[F:8].C([Li])CCC.Br[CH2:19][CH2:20][CH2:21][Cl:22]. Product: [Cl:22][CH2:21][CH2:20][CH2:19][CH:9]([C:4]1[CH:5]=[CH:6][C:7]([F:8])=[C:2]([F:1])[CH:3]=1)[C:10]([OH:12])=[O:11]. The catalyst class is: 1. (6) Reactant: [Cl:1][C:2]1[CH:7]=[C:6]([Cl:8])[CH:5]=[CH:4][C:3]=1[NH:9][C:10]1[N:14]([CH2:15][C:16]([F:20])([F:19])[CH2:17]O)[C:13]2[C:21]([N:25]([CH2:28][CH3:29])[CH2:26][CH3:27])=[CH:22][CH:23]=[CH:24][C:12]=2[N:11]=1.CS(Cl)(=O)=O.C(=O)([O-])[O-].[K+].[K+]. Product: [Cl:1][C:2]1[CH:7]=[C:6]([Cl:8])[CH:5]=[CH:4][C:3]=1[N:9]1[C:10]2=[N:11][C:12]3[C:13](=[C:21]([N:25]([CH2:28][CH3:29])[CH2:26][CH3:27])[CH:22]=[CH:23][CH:24]=3)[N:14]2[CH2:15][C:16]([F:20])([F:19])[CH2:17]1. The catalyst class is: 228.